From a dataset of Reaction yield outcomes from USPTO patents with 853,638 reactions. Predict the reaction yield, written as a fraction of the theoretical maximum amount of product (1.0 means a 100% yield; for example, 0.34 means a 34% yield). (1) The reactants are [CH2:1]([O:8][C:9]1[C:14](=[O:15])[NH:13][C:12]([CH:16]([O:21][CH2:22][CH2:23]O)[CH2:17][CH2:18][S:19][CH3:20])=[N:11][C:10]=1[C:25]([O:27][CH2:28][CH3:29])=[O:26])[C:2]1[CH:7]=[CH:6][CH:5]=[CH:4][CH:3]=1.CCN(CC)CC.CS(Cl)(=O)=O. The catalyst is C(Cl)Cl.CCOCC. The product is [CH2:1]([O:8][C:9]1[C:14](=[O:15])[N:13]2[C:12]([CH:16]([CH2:17][CH2:18][S:19][CH3:20])[O:21][CH2:22][CH2:23]2)=[N:11][C:10]=1[C:25]([O:27][CH2:28][CH3:29])=[O:26])[C:2]1[CH:7]=[CH:6][CH:5]=[CH:4][CH:3]=1. The yield is 0.520. (2) The reactants are [CH:1]1[C:11]2[CH2:10][CH2:9][C:8]3[CH:12]=[CH:13][CH:14]=[CH:15][C:7]=3[C:6](=[CH:16][C:17]3[CH:18]=[C:19]([NH2:23])[CH:20]=[CH:21][CH:22]=3)[C:5]=2[CH:4]=[CH:3][CH:2]=1.[C:24](Cl)(=[O:26])[CH3:25]. No catalyst specified. The product is [CH:1]1[C:11]2[CH2:10][CH2:9][C:8]3[CH:12]=[CH:13][CH:14]=[CH:15][C:7]=3[C:6](=[CH:16][C:17]3[CH:18]=[C:19]([NH:23][C:24](=[O:26])[CH3:25])[CH:20]=[CH:21][CH:22]=3)[C:5]=2[CH:4]=[CH:3][CH:2]=1. The yield is 0.250.